This data is from Forward reaction prediction with 1.9M reactions from USPTO patents (1976-2016). The task is: Predict the product of the given reaction. Given the reactants [Br:1][C:2]1[C:3]([NH:26]C(=O)C(F)(F)F)=[C:4]([C:18]2[CH:23]=[C:22]([CH3:24])[CH:21]=[C:20]([CH3:25])[CH:19]=2)[CH:5]=[C:6]([C:8]2[O:9][C:10]3[CH:16]=[CH:15][C:14]([CH3:17])=[CH:13][C:11]=3[N:12]=2)[CH:7]=1.C([O-])([O-])=O.[K+].[K+].O, predict the reaction product. The product is: [Br:1][C:2]1[C:3]([NH2:26])=[C:4]([C:18]2[CH:19]=[C:20]([CH3:25])[CH:21]=[C:22]([CH3:24])[CH:23]=2)[CH:5]=[C:6]([C:8]2[O:9][C:10]3[CH:16]=[CH:15][C:14]([CH3:17])=[CH:13][C:11]=3[N:12]=2)[CH:7]=1.